From a dataset of Forward reaction prediction with 1.9M reactions from USPTO patents (1976-2016). Predict the product of the given reaction. (1) Given the reactants [NH2:1][C:2]1[C:3]2[C:10]([C:11]3[CH:16]=[CH:15][C:14]([O:17][C:18]4[CH:23]=[CH:22][CH:21]=[CH:20][CH:19]=4)=[CH:13][CH:12]=3)=[C:9](Br)[N:8]([C@@H:25]3[CH2:29][CH2:28][N:27]([C:30]([O:32][C:33]([CH3:36])([CH3:35])[CH3:34])=[O:31])[CH2:26]3)[C:4]=2[N:5]=[CH:6][N:7]=1.[C:37]([Cu])#[N:38].N#N, predict the reaction product. The product is: [NH2:1][C:2]1[C:3]2[C:10]([C:11]3[CH:16]=[CH:15][C:14]([O:17][C:18]4[CH:23]=[CH:22][CH:21]=[CH:20][CH:19]=4)=[CH:13][CH:12]=3)=[C:9]([C:37]#[N:38])[N:8]([C@@H:25]3[CH2:29][CH2:28][N:27]([C:30]([O:32][C:33]([CH3:36])([CH3:35])[CH3:34])=[O:31])[CH2:26]3)[C:4]=2[N:5]=[CH:6][N:7]=1. (2) Given the reactants [NH:1]1[C:5]2[CH:6]=[CH:7][CH:8]=[CH:9][C:4]=2[N:3]=[C:2]1[N:10]([CH2:21][C:22]1[CH:31]=[CH:30][C:25]([C:26]([O:28][CH3:29])=[O:27])=[CH:24][CH:23]=1)[CH:11]1[CH2:16][CH2:15][CH:14]([C:17]([CH3:20])([CH3:19])[CH3:18])[CH2:13][CH2:12]1.[H-].[Na+].Br[CH2:35][CH2:36][O:37][Si:38]([CH3:41])([CH3:40])[CH3:39], predict the reaction product. The product is: [C:17]([CH:14]1[CH2:15][CH2:16][CH:11]([N:10]([CH2:21][C:22]2[CH:31]=[CH:30][C:25]([C:26]([O:28][CH3:29])=[O:27])=[CH:24][CH:23]=2)[C:2]2[N:3]([CH2:35][CH2:36][O:37][Si:38]([CH3:41])([CH3:40])[CH3:39])[C:4]3[CH:9]=[CH:8][CH:7]=[CH:6][C:5]=3[N:1]=2)[CH2:12][CH2:13]1)([CH3:18])([CH3:19])[CH3:20]. (3) The product is: [CH2:1]([O:3][C:4]([CH2:6][N:7]1[C:14]([CH3:15])=[CH:13][N:12]=[C:10]([OH:11])[C:8]1=[O:9])=[O:5])[CH3:2]. Given the reactants [CH2:1]([O:3][C:4]([CH2:6][NH:7][C:8]([C:10]([NH:12][CH2:13][C:14](=O)[CH3:15])=[O:11])=[O:9])=[O:5])[CH3:2].FC(F)(F)C(O)=O.FC(F)(F)C(OC(=O)C(F)(F)F)=O, predict the reaction product.